From a dataset of Reaction yield outcomes from USPTO patents with 853,638 reactions. Predict the reaction yield, written as a fraction of the theoretical maximum amount of product (1.0 means a 100% yield; for example, 0.34 means a 34% yield). (1) The reactants are [C:1]([NH:4][C:5]1[C:13]2[C:8](=[N:9][CH:10]=[C:11]([Br:27])[C:12]=2[N:14]2[CH2:18][CH2:17][C@H:16]([NH:19]C(=O)OC(C)(C)C)[CH2:15]2)[NH:7][CH:6]=1)(=[O:3])[CH3:2].C(O)(C(F)(F)F)=O.C(Cl)[Cl:36]. No catalyst specified. The product is [ClH:36].[NH2:19][C@H:16]1[CH2:17][CH2:18][N:14]([C:12]2[C:11]([Br:27])=[CH:10][N:9]=[C:8]3[NH:7][CH:6]=[C:5]([NH:4][C:1](=[O:3])[CH3:2])[C:13]=23)[CH2:15]1. The yield is 0.900. (2) The reactants are [CH3:1][O:2][C:3]([NH:5][CH2:6][CH2:7][O:8][C@@H:9]([C:35]1[CH:40]=[CH:39][CH:38]=[C:37]([Cl:41])[CH:36]=1)[CH2:10][CH2:11][N:12]([CH3:34])[C:13](=[O:33])[NH:14][C@@H:15]([CH2:26][CH:27]1[CH2:32][CH2:31][CH2:30][CH2:29][CH2:28]1)[CH2:16][N:17](C)[C:18](=O)OC(C)(C)C)=[O:4]. The catalyst is C(O)(C(F)(F)F)=O.C(Cl)Cl. The product is [Cl:41][C:37]1[CH:36]=[C:35]([C@H:9]([O:8][CH2:7][CH2:6][NH:5][C:3](=[O:4])[O:2][CH3:1])[CH2:10][CH2:11][N:12]([CH3:34])[C:13](=[O:33])[NH:14][C@@H:15]([CH2:26][CH:27]2[CH2:28][CH2:29][CH2:30][CH2:31][CH2:32]2)[CH2:16][NH:17][CH3:18])[CH:40]=[CH:39][CH:38]=1. The yield is 0.270. (3) The reactants are [C:1]([O:5][C:6]([NH:8][C@H:9]1[C@H:14]([OH:15])[C@@H:13]([CH3:16])[CH2:12][N:11]([C:17]2[CH:22]=[CH:21][N:20]=[CH:19][C:18]=2[N:23]([C:31]([O:33][C:34]([CH3:37])([CH3:36])[CH3:35])=[O:32])[C:24]([O:26][C:27]([CH3:30])([CH3:29])[CH3:28])=[O:25])[CH2:10]1)=[O:7])([CH3:4])([CH3:3])[CH3:2].C(N(CC)CC)C.[CH3:45][S:46](Cl)(=[O:48])=[O:47]. The catalyst is C(Cl)Cl. The product is [CH3:45][S:46]([O:15][C@@H:14]1[C@@H:13]([CH3:16])[CH2:12][N:11]([C:17]2[CH:22]=[CH:21][N:20]=[CH:19][C:18]=2[N:23]([C:24]([O:26][C:27]([CH3:30])([CH3:29])[CH3:28])=[O:25])[C:31]([O:33][C:34]([CH3:36])([CH3:35])[CH3:37])=[O:32])[CH2:10][C@H:9]1[NH:8][C:6]([O:5][C:1]([CH3:4])([CH3:2])[CH3:3])=[O:7])(=[O:48])=[O:47]. The yield is 1.00. (4) The reactants are [Cl-].O[NH3+:3].[C:4](=[O:7])([O-])[OH:5].[Na+].CS(C)=O.[OH:13][CH:14]([CH3:51])[C:15]([CH3:50])([CH3:49])[O:16][C:17]1[CH:22]=[CH:21][C:20]([N:23]2[C:28](=[O:29])[C:27]([CH2:30][C:31]3[CH:36]=[CH:35][C:34]([C:37]4[C:38]([C:43]#[N:44])=[CH:39][CH:40]=[CH:41][CH:42]=4)=[CH:33][CH:32]=3)=[C:26]([CH2:45][CH2:46][CH3:47])[N:25]=[C:24]2[CH3:48])=[CH:19][CH:18]=1. The catalyst is O.C(OCC)(=O)C. The product is [OH:13][CH:14]([CH3:51])[C:15]([CH3:49])([CH3:50])[O:16][C:17]1[CH:22]=[CH:21][C:20]([N:23]2[C:28](=[O:29])[C:27]([CH2:30][C:31]3[CH:36]=[CH:35][C:34]([C:37]4[CH:42]=[CH:41][CH:40]=[CH:39][C:38]=4[C:43]4[NH:3][C:4](=[O:7])[O:5][N:44]=4)=[CH:33][CH:32]=3)=[C:26]([CH2:45][CH2:46][CH3:47])[N:25]=[C:24]2[CH3:48])=[CH:19][CH:18]=1. The yield is 0.680. (5) The reactants are [C:1](Cl)(=[O:7])[CH2:2][CH2:3][CH2:4][CH2:5][CH3:6].[CH2:9]([O:16][C:17]1[CH:18]=[C:19]([CH:33]=[CH:34][CH:35]=1)[C:20]([NH:22][C:23]1[CH:28]=[CH:27][CH:26]=[CH:25][C:24]=1[S:29](=[O:32])(=[O:31])[NH2:30])=[O:21])[CH2:10][CH2:11][CH2:12][CH2:13][CH2:14][CH3:15]. The catalyst is CN(C)C1C=CN=CC=1.O1CCCC1. The product is [CH2:9]([O:16][C:17]1[CH:18]=[C:19]([CH:33]=[CH:34][CH:35]=1)[C:20]([NH:22][C:23]1[CH:28]=[CH:27][CH:26]=[CH:25][C:24]=1[S:29]([NH:30][C:1](=[O:7])[CH2:2][CH2:3][CH2:4][CH2:5][CH3:6])(=[O:32])=[O:31])=[O:21])[CH2:10][CH2:11][CH2:12][CH2:13][CH2:14][CH3:15]. The yield is 0.844. (6) The reactants are [CH3:1][N:2]([CH3:10])[C:3]1[CH:8]=[CH:7][C:6]([NH2:9])=[CH:5][CH:4]=1.P(=O)(O)(O)O.[N+]([O-])(O)=O.[N:20]([O-])=O.[Na+].[CH3:24][C:25](=[O:30])[CH2:26][C:27](=[O:29])[CH3:28].C([O-])(=O)C.[K+].C([O-])([O-])=O.[Na+].[Na+]. The catalyst is C(O)C. The product is [CH3:1][N:2]([CH3:10])[C:3]1[CH:8]=[CH:7][C:6]([NH:9][N:20]=[C:26]([C:25](=[O:30])[CH3:24])[C:27](=[O:29])[CH3:28])=[CH:5][CH:4]=1. The yield is 0.960. (7) The reactants are [C:1]([NH:9][C:10]1[CH:15]=[CH:14][C:13]([S:16][S:16][C:13]2[CH:12]=[CH:11][C:10]([NH:9][C:1](=[O:8])[C:2]3[CH:7]=[CH:6][CH:5]=[CH:4][CH:3]=3)=[CH:15][CH:14]=2)=[CH:12][CH:11]=1)(=[O:8])[C:2]1[CH:7]=[CH:6][CH:5]=[CH:4][CH:3]=1. The catalyst is C(O)(=O)C.[Zn]. The product is [SH:16][C:13]1[CH:12]=[CH:11][C:10]([NH:9][C:1](=[O:8])[C:2]2[CH:7]=[CH:6][CH:5]=[CH:4][CH:3]=2)=[CH:15][CH:14]=1. The yield is 0.880. (8) The reactants are Br[C:2]1[N:7]=[CH:6][C:5]([CH2:8][CH2:9][S:10]([NH:13][C:14]2[CH:19]=[CH:18][CH:17]=[CH:16][C:15]=2[S:20]([NH2:23])(=[O:22])=[O:21])(=[O:12])=[O:11])=[CH:4][CH:3]=1.[CH:24]1([C:30]#[CH:31])[CH2:29][CH2:28][CH2:27][CH2:26][CH2:25]1. No catalyst specified. The product is [CH:24]1([C:30]#[C:31][C:2]2[N:7]=[CH:6][C:5]([CH2:8][CH2:9][S:10]([NH:13][C:14]3[CH:19]=[CH:18][CH:17]=[CH:16][C:15]=3[S:20]([NH2:23])(=[O:22])=[O:21])(=[O:12])=[O:11])=[CH:4][CH:3]=2)[CH2:29][CH2:28][CH2:27][CH2:26][CH2:25]1. The yield is 0.250. (9) The reactants are [F:1][C:2]1[CH:3]=[C:4]2[C:8](=[CH:9][CH:10]=1)[N:7]([CH2:11][C:12]1[O:13][C:14]([C:17]([F:20])([F:19])[F:18])=[CH:15][CH:16]=1)[C:6](=[O:21])[CH:5]2[C:22]1[C:30]([OH:31])=[CH:29][C:25]2[O:26][CH2:27][O:28][C:24]=2[CH:23]=1.[CH2:32]=[O:33].O.[OH-].[Li+]. The catalyst is O1CCCC1.O. The product is [F:1][C:2]1[CH:3]=[C:4]2[C:8](=[CH:9][CH:10]=1)[N:7]([CH2:11][C:12]1[O:13][C:14]([C:17]([F:20])([F:18])[F:19])=[CH:15][CH:16]=1)[C:6](=[O:21])[C:5]2([C:22]1[C:30]([OH:31])=[CH:29][C:25]2[O:26][CH2:27][O:28][C:24]=2[CH:23]=1)[CH2:32][OH:33]. The yield is 0.590.